This data is from NCI-60 drug combinations with 297,098 pairs across 59 cell lines. The task is: Regression. Given two drug SMILES strings and cell line genomic features, predict the synergy score measuring deviation from expected non-interaction effect. (1) Drug 1: CN(CC1=CN=C2C(=N1)C(=NC(=N2)N)N)C3=CC=C(C=C3)C(=O)NC(CCC(=O)O)C(=O)O. Drug 2: C1C(C(OC1N2C=NC3=C2NC=NCC3O)CO)O. Cell line: ACHN. Synergy scores: CSS=30.1, Synergy_ZIP=0.125, Synergy_Bliss=-0.0709, Synergy_Loewe=-35.4, Synergy_HSA=-0.0339. (2) Drug 1: CC1=CC2C(CCC3(C2CCC3(C(=O)C)OC(=O)C)C)C4(C1=CC(=O)CC4)C. Drug 2: CCC1(CC2CC(C3=C(CCN(C2)C1)C4=CC=CC=C4N3)(C5=C(C=C6C(=C5)C78CCN9C7C(C=CC9)(C(C(C8N6C)(C(=O)OC)O)OC(=O)C)CC)OC)C(=O)OC)O.OS(=O)(=O)O. Cell line: OVCAR-4. Synergy scores: CSS=35.3, Synergy_ZIP=1.11, Synergy_Bliss=4.78, Synergy_Loewe=-22.4, Synergy_HSA=4.76. (3) Drug 1: CCC1(CC2CC(C3=C(CCN(C2)C1)C4=CC=CC=C4N3)(C5=C(C=C6C(=C5)C78CCN9C7C(C=CC9)(C(C(C8N6C=O)(C(=O)OC)O)OC(=O)C)CC)OC)C(=O)OC)O.OS(=O)(=O)O. Drug 2: CC1=C(N=C(N=C1N)C(CC(=O)N)NCC(C(=O)N)N)C(=O)NC(C(C2=CN=CN2)OC3C(C(C(C(O3)CO)O)O)OC4C(C(C(C(O4)CO)O)OC(=O)N)O)C(=O)NC(C)C(C(C)C(=O)NC(C(C)O)C(=O)NCCC5=NC(=CS5)C6=NC(=CS6)C(=O)NCCC[S+](C)C)O. Cell line: UACC62. Synergy scores: CSS=15.8, Synergy_ZIP=-3.63, Synergy_Bliss=-1.99, Synergy_Loewe=-2.06, Synergy_HSA=-0.742. (4) Drug 1: CC1=C(C(=O)C2=C(C1=O)N3CC4C(C3(C2COC(=O)N)OC)N4)N. Drug 2: B(C(CC(C)C)NC(=O)C(CC1=CC=CC=C1)NC(=O)C2=NC=CN=C2)(O)O. Cell line: OVCAR-8. Synergy scores: CSS=45.1, Synergy_ZIP=-4.29, Synergy_Bliss=1.76, Synergy_Loewe=-17.6, Synergy_HSA=0.287. (5) Drug 1: CC1=CC2C(CCC3(C2CCC3(C(=O)C)OC(=O)C)C)C4(C1=CC(=O)CC4)C. Drug 2: C1CN(CCN1C(=O)CCBr)C(=O)CCBr. Cell line: MALME-3M. Synergy scores: CSS=4.06, Synergy_ZIP=0.889, Synergy_Bliss=3.12, Synergy_Loewe=-5.74, Synergy_HSA=-1.03.